Dataset: Forward reaction prediction with 1.9M reactions from USPTO patents (1976-2016). Task: Predict the product of the given reaction. The product is: [OH:2][C:3]1[C:12]([C:13]2[S:14][CH:15]=[CH:16][CH:17]=2)=[CH:11][C:10]2[N:9]=[C:8]([C:18]3[CH:23]=[CH:22][CH:21]=[CH:20][CH:19]=3)[CH:7]=[N:6][C:5]=2[C:4]=1[C:24]([OH:26])=[O:25]. Given the reactants C[O:2][C:3]1[C:12]([C:13]2[S:14][CH:15]=[CH:16][CH:17]=2)=[CH:11][C:10]2[N:9]=[C:8]([C:18]3[CH:23]=[CH:22][CH:21]=[CH:20][CH:19]=3)[CH:7]=[N:6][C:5]=2[C:4]=1[C:24]([O:26]C)=[O:25].B(Br)(Br)Br, predict the reaction product.